From a dataset of Catalyst prediction with 721,799 reactions and 888 catalyst types from USPTO. Predict which catalyst facilitates the given reaction. Reactant: [CH2:1]([C:3]1([NH:26]C(=O)OC(C)(C)C)[CH2:8][CH2:7][CH:6]([O:9][C:10]2[N:11]=[CH:12][N:13]=[C:14]3[C:21]=2[C:20]2[C@@H:19]([CH2:22][C@H:23]([OH:25])[CH3:24])[CH2:18][CH2:17][C:16]=2[S:15]3)[CH2:5][CH2:4]1)[CH3:2].[ClH:34]. Product: [ClH:34].[NH2:26][C:3]1([CH2:1][CH3:2])[CH2:8][CH2:7][CH:6]([O:9][C:10]2[N:11]=[CH:12][N:13]=[C:14]3[C:21]=2[C:20]2[C@@H:19]([CH2:22][C@H:23]([OH:25])[CH3:24])[CH2:18][CH2:17][C:16]=2[S:15]3)[CH2:5][CH2:4]1. The catalyst class is: 4.